From a dataset of Reaction yield outcomes from USPTO patents with 853,638 reactions. Predict the reaction yield, written as a fraction of the theoretical maximum amount of product (1.0 means a 100% yield; for example, 0.34 means a 34% yield). (1) The reactants are C(Cl)CCl.[NH2:5][C:6]1[N:11]=[CH:10][C:9](/[CH:12]=[CH:13]/[C:14]([OH:16])=O)=[CH:8][CH:7]=1.[CH3:17][N:18]1[C:26]2[C:21](=[CH:22][CH:23]=[CH:24][CH:25]=2)[CH:20]=[C:19]1[CH2:27][NH:28][CH3:29].C1C=CC2N(O)N=NC=2C=1.O.C(N(CC)CC)C. The catalyst is CN(C=O)C. The product is [NH2:5][C:6]1[N:11]=[CH:10][C:9](/[CH:12]=[CH:13]/[C:14]([N:28]([CH3:29])[CH2:27][C:19]2[N:18]([CH3:17])[C:26]3[C:21]([CH:20]=2)=[CH:22][CH:23]=[CH:24][CH:25]=3)=[O:16])=[CH:8][CH:7]=1. The yield is 0.830. (2) The reactants are [F:1][C:2]([F:19])([F:18])[O:3][C:4]1[CH:5]=[C:6]([CH:15]=[CH:16][CH:17]=1)[O:7][C:8]1[CH:9]=[C:10]([CH:12]=[CH:13][CH:14]=1)[NH2:11].[F:20][C:21]([F:34])([O:25][C:26]1[CH:27]=[C:28]([CH:31]=[CH:32][CH:33]=1)[CH:29]=O)[CH:22]([F:24])[F:23].C(O[BH-](O[C:45](=[O:47])[CH3:46])OC(=O)C)(=O)C.[Na+].C(O)(=O)C. The catalyst is ClC(Cl)C. The product is [F:1][C:2]([F:18])([F:19])[O:3][C:4]1[CH:5]=[C:6]([CH:15]=[CH:16][CH:17]=1)[O:7][C:8]1[CH:9]=[C:10]([N:11]([CH2:29][C:28]2[CH:31]=[CH:32][CH:33]=[C:26]([O:25][C:21]([F:34])([F:20])[CH:22]([F:24])[F:23])[CH:27]=2)[CH2:46][C@@H:45]([OH:47])[C:2]([F:19])([F:18])[F:1])[CH:12]=[CH:13][CH:14]=1. The yield is 1.00. (3) The reactants are [CH2:1]([O:3][C:4](=[O:30])[CH:5]=[CH:6][C:7]1[CH:12]=[CH:11][C:10]([O:13][C:14]2[CH:19]=[C:18]([CH3:20])[CH:17]=[C:16]([O:21]CC3C=CC=CC=3)[CH:15]=2)=[CH:9][C:8]=1[CH3:29])[CH3:2]. The catalyst is C(OCC)(=O)C.[Pd]. The product is [CH2:1]([O:3][C:4](=[O:30])[CH2:5][CH2:6][C:7]1[CH:12]=[CH:11][C:10]([O:13][C:14]2[CH:19]=[C:18]([CH3:20])[CH:17]=[C:16]([OH:21])[CH:15]=2)=[CH:9][C:8]=1[CH3:29])[CH3:2]. The yield is 1.00. (4) The yield is 0.610. The product is [CH3:14][CH:2]([CH3:1])[C:3]([O:5][CH:6]([O:9][C:10]([O:15][N:16]1[C:20](=[O:21])[CH2:19][CH2:18][C:17]1=[O:22])=[O:25])[CH2:7][CH3:8])=[O:4]. The reactants are [CH3:1][CH:2]([CH3:14])[C:3]([O:5][CH:6]([O:9][C:10](CC)=S)[CH2:7][CH3:8])=[O:4].[OH:15][N:16]1[C:20](=[O:21])[CH2:19][CH2:18][C:17]1=[O:22].C(OO)(=[O:25])C. The catalyst is ClCCl.